This data is from Catalyst prediction with 721,799 reactions and 888 catalyst types from USPTO. The task is: Predict which catalyst facilitates the given reaction. (1) Reactant: [NH:1]([C:8]1[N:9]([C:21]2[CH:26]=[CH:25][CH:24]=[CH:23][CH:22]=2)[C:10]2[C:15]([C:16](=[O:18])[CH:17]=1)=[C:14](Cl)[N:13]=[C:12]([CH3:20])[CH:11]=2)[C:2]1[CH:7]=[CH:6][CH:5]=[CH:4][CH:3]=1.[SH:27][CH2:28][C:29]([O:31][CH2:32][CH3:33])=[O:30]. Product: [CH2:32]([O:31][C:29](=[O:30])[CH2:28][S:27][C:14]1[N:13]=[C:12]([CH3:20])[CH:11]=[C:10]2[C:15]=1[C:16](=[O:18])[CH:17]=[C:8]([NH:9][C:21]1[CH:26]=[CH:25][CH:24]=[CH:23][CH:22]=1)[N:1]2[C:2]1[CH:3]=[CH:4][CH:5]=[CH:6][CH:7]=1)[CH3:33]. The catalyst class is: 14. (2) The catalyst class is: 10. Product: [CH3:6][O:5][C:3](=[O:4])[CH2:2][O:13][C:14]1[CH:19]=[CH:18][CH:17]=[C:16]([NH:20][C:21](=[O:30])[CH:22]=[CH:23][C:24]2[CH:25]=[CH:26][CH:27]=[CH:28][CH:29]=2)[CH:15]=1. Reactant: Br[CH2:2][C:3]([O:5][CH3:6])=[O:4].C([O-])([O-])=O.[Cs+].[Cs+].[OH:13][C:14]1[CH:15]=[C:16]([NH:20][C:21](=[O:30])[CH:22]=[CH:23][C:24]2[CH:29]=[CH:28][CH:27]=[CH:26][CH:25]=2)[CH:17]=[CH:18][CH:19]=1.